From a dataset of Reaction yield outcomes from USPTO patents with 853,638 reactions. Predict the reaction yield, written as a fraction of the theoretical maximum amount of product (1.0 means a 100% yield; for example, 0.34 means a 34% yield). The reactants are [NH2:1][C:2]1[C:9]([F:10])=[CH:8]C(C#N)=[C:4]([O:11][CH3:12])[CH:3]=1.[OH-:13].[Na+].[CH2:15]([OH:17])[CH3:16]. The yield is 0.800. The product is [NH2:1][C:2]1[C:9]([F:10])=[CH:8][C:16]([C:15]([OH:13])=[O:17])=[C:4]([O:11][CH3:12])[CH:3]=1. No catalyst specified.